From a dataset of Full USPTO retrosynthesis dataset with 1.9M reactions from patents (1976-2016). Predict the reactants needed to synthesize the given product. (1) Given the product [OH:30][CH2:29][CH:26]1[CH2:27][CH2:28][N:23](/[CH:4]=[CH:5]/[C:6]([O:8][C:9]2[CH:10]=[CH:11][C:12]3[CH:46]4[CH:37]([CH2:38][CH2:39][C:13]=3[CH:14]=2)[CH:36]2[C@@:32]([CH3:31])([C:33](=[O:54])[CH2:34][CH2:35]2)[CH2:48][CH2:47]4)=[O:7])[CH2:24][CH2:25]1, predict the reactants needed to synthesize it. The reactants are: C(N(CC)[CH:4]=[CH:5][C:6]([O:8][C:9]1[CH:14]=[CH:13][C:12](C2C=CC=CC=2)=[CH:11][CH:10]=1)=[O:7])C.[NH:23]1[CH2:28][CH2:27][CH:26]([CH2:29][OH:30])[CH2:25][CH2:24]1.[CH3:31][C@:32]12[CH2:48][CH2:47][CH:46]3[CH:37]([CH2:38][CH2:39]C4C=C(C#CC([O-])=O)C=CC=43)[CH:36]1[CH2:35][CH2:34][C:33]2=[O:54]. (2) Given the product [C:1]([O:4][CH2:5][CH:6]=[CH:7][C:10](=[CH2:9])[CH2:12][CH2:13][CH:14]=[C:15]([CH3:16])[CH2:17][CH2:18][CH:19]=[C:20]([CH3:22])[CH3:21])(=[O:3])[CH3:2], predict the reactants needed to synthesize it. The reactants are: [C:1]([O:4][CH2:5][CH:6]=[CH2:7])(=[O:3])[CH3:2].C[CH2:9][C:10]([CH2:12][CH2:13]/[CH:14]=[C:15](/[CH2:17][CH2:18][CH:19]=[C:20]([CH3:22])[CH3:21])\[CH3:16])=C. (3) Given the product [CH3:1][O:2][C:3]([C:5]1[CH:6]=[C:7]2[C:12](=[CH:13][CH:14]=1)[NH:11][CH:10]([C:15]1[CH:20]=[CH:19][CH:18]=[C:17]([N:24]3[CH2:28][CH2:27][CH2:26][CH2:25]3)[CH:16]=1)[CH2:9][C:8]2([CH3:23])[CH3:22])=[O:4], predict the reactants needed to synthesize it. The reactants are: [CH3:1][O:2][C:3]([C:5]1[CH:6]=[C:7]2[C:12](=[CH:13][CH:14]=1)[NH:11][CH:10]([C:15]1[CH:20]=[CH:19][CH:18]=[C:17](Br)[CH:16]=1)[CH2:9][C:8]2([CH3:23])[CH3:22])=[O:4].[NH:24]1[CH2:28][CH2:27][CH2:26][CH2:25]1.Cl.CN(C)CC(O)=O.C(=O)([O-])[O-].[K+].[K+]. (4) Given the product [Br:1][C:2]1[CH:7]=[C:6]([O:8][CH3:9])[C:5]([O:10][CH3:11])=[CH:4][C:3]=1[CH2:12][CH2:13][NH:14][C:22](=[O:23])[CH3:24], predict the reactants needed to synthesize it. The reactants are: [Br:1][C:2]1[CH:7]=[C:6]([O:8][CH3:9])[C:5]([O:10][CH3:11])=[CH:4][C:3]=1[CH2:12][CH2:13][NH2:14].CCN(CC)CC.[C:22](Cl)([CH3:24])=[O:23]. (5) Given the product [F:5][C:6]1[CH:7]=[C:8]([CH:9]=[C:10]([F:12])[CH:11]=1)[CH2:13][C@H:14]([NH:18][C:19](=[O:25])[O:20][C:21]([CH3:24])([CH3:23])[CH3:22])[C@@H:15]([OH:16])[CH2:17][CH:1]=[CH2:2], predict the reactants needed to synthesize it. The reactants are: [CH:1]([Mg]Br)=[CH2:2].[F:5][C:6]1[CH:7]=[C:8]([CH2:13][C@H:14]([NH:18][C:19](=[O:25])[O:20][C:21]([CH3:24])([CH3:23])[CH3:22])[C@@H:15]2[CH2:17][O:16]2)[CH:9]=[C:10]([F:12])[CH:11]=1.